From a dataset of Full USPTO retrosynthesis dataset with 1.9M reactions from patents (1976-2016). Predict the reactants needed to synthesize the given product. Given the product [CH:1]12[CH2:9][CH:5]3[CH2:6][CH:7]([CH2:8]1)[C:3]([NH:10][C:11]1[S:12][CH2:15][C:16](=[O:17])[N:13]=1)([CH2:4]3)[CH2:2]2, predict the reactants needed to synthesize it. The reactants are: [CH:1]12[CH2:9][CH:5]3[CH2:6][CH:7]([CH2:8]1)[C:3]([NH:10][C:11]([NH2:13])=[S:12])([CH2:4]3)[CH2:2]2.Br[CH2:15][C:16](OCC)=[O:17].